Dataset: Full USPTO retrosynthesis dataset with 1.9M reactions from patents (1976-2016). Task: Predict the reactants needed to synthesize the given product. (1) Given the product [CH2:31]([C:28]1[CH:29]=[CH:30][C:25]([S:22]([NH:21][C:6]2([CH2:5][C:4]([O:3][CH2:1][CH3:2])=[O:36])[CH2:10][CH2:9][NH:8][CH2:7]2)(=[O:23])=[O:24])=[CH:26][CH:27]=1)[CH2:32][CH2:33][CH2:34][CH3:35], predict the reactants needed to synthesize it. The reactants are: [CH2:1]([O:3][C:4](=[O:36])[CH2:5][C:6]1([NH:21][S:22]([C:25]2[CH:30]=[CH:29][C:28]([CH2:31][CH2:32][CH2:33][CH2:34][CH3:35])=[CH:27][CH:26]=2)(=[O:24])=[O:23])[CH2:10][CH2:9][N:8](C(OCC2C=CC=CC=2)=O)[CH2:7]1)[CH3:2]. (2) Given the product [C:1]([C:5]1[CH:10]=[CH:9][C:8]([N:11]2[C:15](=[O:16])[C:14]([CH3:18])([CH3:17])[N:13]([CH2:19][C:20]3[CH:25]=[CH:24][N:23]=[C:22]([NH:38][C:37]4[CH:39]=[CH:40][CH:41]=[C:35]([CH2:34][CH2:33][N:28]5[CH2:29][CH2:30][CH2:31][CH2:32]5)[CH:36]=4)[CH:21]=3)[C:12]2=[O:27])=[CH:7][CH:6]=1)([CH3:4])([CH3:3])[CH3:2], predict the reactants needed to synthesize it. The reactants are: [C:1]([C:5]1[CH:10]=[CH:9][C:8]([N:11]2[C:15](=[O:16])[C:14]([CH3:18])([CH3:17])[N:13]([CH2:19][C:20]3[CH:25]=[CH:24][N:23]=[C:22](Cl)[CH:21]=3)[C:12]2=[O:27])=[CH:7][CH:6]=1)([CH3:4])([CH3:3])[CH3:2].[N:28]1([CH2:33][CH2:34][C:35]2[CH:36]=[C:37]([CH:39]=[CH:40][CH:41]=2)[NH2:38])[CH2:32][CH2:31][CH2:30][CH2:29]1.C(=O)([O-])[O-].[Cs+].[Cs+].CC1(C)C2C=CC(P(C3C=CC=CC=3)C3C=CC=CC=3)=CC=2OC2C1=CC=C(P(C1C=CC=CC=1)C1C=CC=CC=1)C=2. (3) The reactants are: [C:1]([C:3]1[NH:16][C:6]2=[N:7][CH:8]=[C:9]([C:11]([O:13]CC)=[O:12])[CH:10]=[C:5]2[CH:4]=1)#[N:2].CO.O1CCCC1.[OH-].[Li+]. Given the product [C:1]([C:3]1[NH:16][C:6]2=[N:7][CH:8]=[C:9]([C:11]([OH:13])=[O:12])[CH:10]=[C:5]2[CH:4]=1)#[N:2], predict the reactants needed to synthesize it. (4) Given the product [O:17]1[CH2:22][CH2:21][N:20]([CH2:23][CH2:24][C:25]([NH:16][C:13]2[CH:14]=[CH:15][C:9]3[O:8][C:7]([C:1]4[CH:2]=[CH:3][CH:4]=[CH:5][CH:6]=4)=[N:11][C:10]=3[CH:12]=2)=[O:26])[CH2:19][CH2:18]1, predict the reactants needed to synthesize it. The reactants are: [C:1]1([C:7]2[O:8][C:9]3[CH:15]=[CH:14][C:13]([NH2:16])=[CH:12][C:10]=3[N:11]=2)[CH:6]=[CH:5][CH:4]=[CH:3][CH:2]=1.[O:17]1[CH2:22][CH2:21][N:20]([CH2:23][CH2:24][C:25](OC)=[O:26])[CH2:19][CH2:18]1.C[Al](C)C.C(=O)(O)[O-].[Na+].